Dataset: Reaction yield outcomes from USPTO patents with 853,638 reactions. Task: Predict the reaction yield, written as a fraction of the theoretical maximum amount of product (1.0 means a 100% yield; for example, 0.34 means a 34% yield). (1) The reactants are [CH3:1][C:2]1[C:16](=[O:17])[N:15]=[C:14]2[N:4]([C@@H:5]3[O:9][C@H:8]([CH2:10][OH:11])[C@@H:7]([OH:12])[C@@H:6]3[O:13]2)[CH:3]=1.[CH3:18][O:19][CH2:20][CH2:21][O:22]B([O:22][CH2:21][CH2:20][O:19][CH3:18])[O:22][CH2:21][CH2:20][O:19][CH3:18]. The catalyst is COCCO. The product is [CH3:18][O:19][CH2:20][CH2:21][O:22][C@@H:6]1[C@H:7]([OH:12])[C@@H:8]([CH2:10][OH:11])[O:9][C@H:5]1[N:4]1[CH:3]=[C:2]([CH3:1])[C:16](=[O:17])[NH:15][C:14]1=[O:13]. The yield is 0.630. (2) The yield is 0.800. The catalyst is CN(C=O)C. The product is [CH3:25][C:10]1([CH3:24])[C:11]2[NH:12][C:13]3[C:18](=[CH:17][CH:16]=[C:15]([C:22]#[N:23])[CH:14]=3)[C:19]=2[C:20](=[O:21])[C:8]2[CH:7]=[CH:6][C:5]([O:4][CH2:3][CH2:2][N:30]3[CH2:31][CH2:32][NH:27][C:28](=[O:33])[CH2:29]3)=[CH:26][C:9]1=2. The reactants are Br[CH2:2][CH2:3][O:4][C:5]1[CH:6]=[CH:7][C:8]2[C:20](=[O:21])[C:19]3[C:18]4[C:13](=[CH:14][C:15]([C:22]#[N:23])=[CH:16][CH:17]=4)[NH:12][C:11]=3[C:10]([CH3:25])([CH3:24])[C:9]=2[CH:26]=1.[NH:27]1[CH2:32][CH2:31][NH:30][CH2:29][C:28]1=[O:33].C(N(CC)C(C)C)(C)C. (3) The reactants are [OH:1][C:2]1[C:3]2[CH:4]=[CH:5][CH:6]=[N:7][C:8]=2[C:9]([CH3:25])([CH3:24])[C:10](=[O:23])[C:11]=1[C:12]([NH:14][CH2:15][C:16]([O:18]C(C)(C)C)=[O:17])=[O:13].C(O)(C(F)(F)F)=O. No catalyst specified. The product is [OH:1][C:2]1[C:3]2[CH:4]=[CH:5][CH:6]=[N:7][C:8]=2[C:9]([CH3:25])([CH3:24])[C:10](=[O:23])[C:11]=1[C:12]([NH:14][CH2:15][C:16]([OH:18])=[O:17])=[O:13]. The yield is 0.600. (4) The reactants are Cl[C:2]1[N:7]=[C:6]([C:8]#[N:9])[CH:5]=[CH:4][CH:3]=1.[CH3:10][O:11][C:12]1[CH:17]=[CH:16][C:15](OB(O)O)=[CH:14][CH:13]=1.C(=O)([O-])[O-].[K+].[K+]. The catalyst is C1(C)C=CC=CC=1.C(O)C.C1C=CC([P]([Pd]([P](C2C=CC=CC=2)(C2C=CC=CC=2)C2C=CC=CC=2)([P](C2C=CC=CC=2)(C2C=CC=CC=2)C2C=CC=CC=2)[P](C2C=CC=CC=2)(C2C=CC=CC=2)C2C=CC=CC=2)(C2C=CC=CC=2)C2C=CC=CC=2)=CC=1.O.C(OCC)(=O)C. The product is [CH3:10][O:11][C:12]1[CH:17]=[CH:16][C:15]([C:2]2[N:7]=[C:6]([C:8]#[N:9])[CH:5]=[CH:4][CH:3]=2)=[CH:14][CH:13]=1. The yield is 0.880. (5) The reactants are Cl[C:2]1[CH:7]=[CH:6][N:5]=[C:4]2[C:8](=[C:18]3[CH2:23][CH2:22][N:21]([C:24](=[O:32])[CH2:25][C:26]4[CH:27]=[N:28][CH:29]=[CH:30][CH:31]=4)[CH2:20][CH2:19]3)[C:9]3[CH:16]=[CH:15][C:14]([Cl:17])=[CH:13][C:10]=3[CH2:11][CH2:12][C:3]=12.[H-].[Na+].[C:35]([O:39][CH3:40])(=[O:38])[CH2:36][SH:37].CN(C=O)C. The catalyst is CO. The product is [Cl:17][C:14]1[CH:15]=[CH:16][C:9]2[C:8](=[C:18]3[CH2:19][CH2:20][N:21]([C:24](=[O:32])[CH2:25][C:26]4[CH:27]=[N:28][CH:29]=[CH:30][CH:31]=4)[CH2:22][CH2:23]3)[C:4]3=[N:5][CH:6]=[CH:7][C:2]([S:37][CH2:36][C:35]([O:39][CH3:40])=[O:38])=[C:3]3[CH2:12][CH2:11][C:10]=2[CH:13]=1. The yield is 0.150. (6) The reactants are C([N:4]1[C:9]2=[CH:10][CH:11]=[C:12]3[C:17]([N:16]=[C:15]([CH:18]([CH3:20])[CH3:19])[N:14]([C:21]4[CH:26]=[CH:25][C:24]([Cl:27])=[CH:23][CH:22]=4)[C:13]3=[O:28])=[C:8]2[C:7](=[O:29])[CH2:6][CH2:5]1)(=O)C.[OH-].[K+]. The catalyst is CO.O. The product is [Cl:27][C:24]1[CH:25]=[CH:26][C:21]([N:14]2[C:13](=[O:28])[C:12]3[C:17](=[C:8]4[C:7](=[O:29])[CH2:6][CH2:5][NH:4][C:9]4=[CH:10][CH:11]=3)[N:16]=[C:15]2[CH:18]([CH3:20])[CH3:19])=[CH:22][CH:23]=1. The yield is 0.440. (7) The reactants are C(O)(C(F)(F)F)=O.[C:8]([C:11]1([C:14]2[CH:47]=[CH:46][CH:45]=[CH:44][C:15]=2[CH2:16][CH2:17][C:18]2[C:23]([Cl:24])=[CH:22][N:21]=[C:20]([NH:25][C:26]3[CH:27]=[N:28][N:29]([CH:31]4[CH2:36][CH2:35][N:34](C(OC(C)(C)C)=O)[CH2:33][CH2:32]4)[CH:30]=3)[N:19]=2)[CH2:13][CH2:12]1)(=[O:10])[NH2:9]. The catalyst is C(Cl)Cl. The product is [Cl:24][C:23]1[C:18]([CH2:17][CH2:16][C:15]2[CH:44]=[CH:45][CH:46]=[CH:47][C:14]=2[C:11]2([C:8]([NH2:9])=[O:10])[CH2:13][CH2:12]2)=[N:19][C:20]([NH:25][C:26]2[CH:27]=[N:28][N:29]([CH:31]3[CH2:36][CH2:35][NH:34][CH2:33][CH2:32]3)[CH:30]=2)=[N:21][CH:22]=1. The yield is 0.210. (8) The reactants are [H-].[Na+].[NH:3]1[CH:7]=[CH:6][CH:5]=[N:4]1.[F:8][C:9]1[CH:16]=[CH:15][C:12]([CH2:13]Br)=[CH:11][CH:10]=1. The catalyst is CN(C)C=O. The product is [F:8][C:9]1[CH:16]=[CH:15][C:12]([CH2:13][N:3]2[CH:7]=[CH:6][CH:5]=[N:4]2)=[CH:11][CH:10]=1. The yield is 1.00.